This data is from Forward reaction prediction with 1.9M reactions from USPTO patents (1976-2016). The task is: Predict the product of the given reaction. (1) Given the reactants [C:1]([N:5]1[CH2:8][CH:7]([N:9]2[CH2:14][CH2:13][N:12](C(OC(C)(C)C)=O)[CH2:11][CH:10]2[CH3:22])[CH2:6]1)(=[O:4])[CH:2]=[CH2:3].CO.[ClH:25], predict the reaction product. The product is: [ClH:25].[CH3:22][CH:10]1[CH2:11][NH:12][CH2:13][CH2:14][N:9]1[CH:7]1[CH2:8][N:5]([C:1](=[O:4])[CH:2]=[CH2:3])[CH2:6]1. (2) Given the reactants Cl[C:2]1[C:11]2[C:6](=[CH:7][C:8]([C:12]([F:15])([F:14])[F:13])=[CH:9][CH:10]=2)[N:5]=[CH:4][CH:3]=1.[CH3:16][C:17]1[NH:18][C:19]2[C:24]([CH:25]=1)=[CH:23][C:22]([NH2:26])=[CH:21][CH:20]=2.Cl.O1CCOCC1.CCO.ClC(Cl)C, predict the reaction product. The product is: [CH3:16][C:17]1[NH:18][C:19]2[C:24]([CH:25]=1)=[CH:23][C:22]([NH:26][C:2]1[C:11]3[C:6](=[CH:7][C:8]([C:12]([F:15])([F:14])[F:13])=[CH:9][CH:10]=3)[N:5]=[CH:4][CH:3]=1)=[CH:21][CH:20]=2. (3) Given the reactants [CH3:1][O:2][C:3]([CH:5]1[CH2:9][CH:8]=[CH:7][CH2:6]1)=[O:4].ClC1C=CC=C(C(OO)=[O:18])C=1, predict the reaction product. The product is: [CH3:1][O:2][C:3]([CH:5]1[CH2:9][CH:8]2[O:18][CH:7]2[CH2:6]1)=[O:4]. (4) Given the reactants C([O:8][C:9](=[O:37])[C@@H:10]1[CH2:14][CH2:13][CH2:12][N:11]1[C:15](=[O:36])[CH2:16][CH2:17][C:18](=[O:35])[C@@H:19]([NH:27][C:28]([O:30][C:31]([CH3:34])([CH3:33])[CH3:32])=[O:29])[CH2:20][C:21]1[CH:26]=[CH:25][CH:24]=[CH:23][CH:22]=1)C1C=CC=CC=1.[H][H], predict the reaction product. The product is: [C:21]1([CH2:20][C@H:19]([NH:27][C:28]([O:30][C:31]([CH3:34])([CH3:33])[CH3:32])=[O:29])[C:18](=[O:35])[CH2:17][CH2:16][C:15]([N:11]2[CH2:12][CH2:13][CH2:14][C@H:10]2[C:9]([OH:37])=[O:8])=[O:36])[CH:22]=[CH:23][CH:24]=[CH:25][CH:26]=1.